Dataset: Forward reaction prediction with 1.9M reactions from USPTO patents (1976-2016). Task: Predict the product of the given reaction. (1) Given the reactants [Br:1][C:2]1[CH:3]=[C:4](OC)[C:5]([N:8]2[CH2:13][CH2:12][N:11]([CH3:14])[CH2:10][CH2:9]2)=[N:6][CH:7]=1.[CH3:17][O:18]C1C=CN=C(N2CCN(C)CC2)C=1, predict the reaction product. The product is: [Br:1][C:2]1[C:3]([O:18][CH3:17])=[CH:4][C:5]([N:8]2[CH2:9][CH2:10][N:11]([CH3:14])[CH2:12][CH2:13]2)=[N:6][CH:7]=1. (2) Given the reactants C([O:3][CH:4](OCC)[CH2:5][N:6]1[C:14](=[O:15])[C:13]2[C:8](=[CH:9][CH:10]=[CH:11][CH:12]=2)[C:7]1=[O:16])C, predict the reaction product. The product is: [O:16]=[C:7]1[C:8]2[C:13](=[CH:12][CH:11]=[CH:10][CH:9]=2)[C:14](=[O:15])[N:6]1[CH2:5][CH:4]=[O:3]. (3) Given the reactants [CH3:1][C:2]1[C:6]2[CH:7]=[C:8]3[C:13]4([C:21]5[C:16](=[CH:17][CH:18]=[CH:19][CH:20]=5)[N:15]([CH2:22][C:23]5[O:24][CH:25]=[C:26]([C:28]([O:30]C)=[O:29])[N:27]=5)[C:14]4=[O:32])[CH2:12][O:11][C:9]3=[CH:10][C:5]=2[O:4][N:3]=1.O=C1C2(COC3C=C4C(=CC2=3)CCO4)C2C(=CC=CC=2)N1CC1OC(C(OC)=O)=CC=1, predict the reaction product. The product is: [CH3:1][C:2]1[C:6]2[CH:7]=[C:8]3[C:13]4([C:21]5[C:16](=[CH:17][CH:18]=[CH:19][CH:20]=5)[N:15]([CH2:22][C:23]5[O:24][CH:25]=[C:26]([C:28]([OH:30])=[O:29])[N:27]=5)[C:14]4=[O:32])[CH2:12][O:11][C:9]3=[CH:10][C:5]=2[O:4][N:3]=1. (4) The product is: [ClH:28].[Cl:28][C:25]1[CH:26]=[CH:27][C:22]([O:21][CH:18]2[CH2:19][CH2:20][N:15]([C:13](=[O:14])[C@@H:9]([NH2:8])[CH:10]([CH3:12])[CH3:11])[CH2:16][CH2:17]2)=[CH:23][CH:24]=1. Given the reactants Cl.C(OC(=O)[NH:8][C@H:9]([C:13]([N:15]1[CH2:20][CH2:19][CH:18]([O:21][C:22]2[CH:27]=[CH:26][C:25]([Cl:28])=[CH:24][CH:23]=2)[CH2:17][CH2:16]1)=[O:14])[CH:10]([CH3:12])[CH3:11])(C)(C)C, predict the reaction product. (5) The product is: [CH2:1]([O:8][CH2:9][CH2:10][O:11][C:12]1[CH:33]=[CH:32][C:31]([O:34][CH3:35])=[CH:30][C:13]=1[CH2:14][N:15]([C:16]1[CH:21]=[C:20]([F:22])[CH:19]=[CH:18][C:17]=1[O:23][C:24]1[CH:29]=[CH:28][CH:27]=[CH:26][CH:25]=1)[C:36](=[O:38])[CH3:37])[C:2]1[CH:3]=[CH:4][CH:5]=[CH:6][CH:7]=1. Given the reactants [CH2:1]([O:8][CH2:9][CH2:10][O:11][C:12]1[CH:33]=[CH:32][C:31]([O:34][CH3:35])=[CH:30][C:13]=1[CH2:14][NH:15][C:16]1[CH:21]=[C:20]([F:22])[CH:19]=[CH:18][C:17]=1[O:23][C:24]1[CH:29]=[CH:28][CH:27]=[CH:26][CH:25]=1)[C:2]1[CH:7]=[CH:6][CH:5]=[CH:4][CH:3]=1.[C:36](OC(=O)C)(=[O:38])[CH3:37], predict the reaction product. (6) Given the reactants [CH:1]([Si:4]([CH:9]([CH3:11])[CH3:10])([CH:6]([CH3:8])[CH3:7])[SH:5])([CH3:3])[CH3:2].[H-].[Na+].[H][H].[C:16]([O:19][C:20]1[CH:25]=[CH:24][CH:23]=[C:22](I)[CH:21]=1)(=[O:18])[CH3:17], predict the reaction product. The product is: [C:16]([O:19][C:20]1[CH:25]=[CH:24][CH:23]=[C:22]([S:5][Si:4]([CH:1]([CH3:3])[CH3:2])([CH:6]([CH3:8])[CH3:7])[CH:9]([CH3:11])[CH3:10])[CH:21]=1)(=[O:18])[CH3:17]. (7) Given the reactants [N:1]1([C:20]([O:22][C:23]([CH3:26])([CH3:25])[CH3:24])=[O:21])[C:9]2[CH:8]=[CH:7][CH:6]=[C:5]([C:10]([O:12]CC3C=CC=CC=3)=[O:11])[C:4]=2[CH:3]=[CH:2]1.[H][H], predict the reaction product. The product is: [C:23]([O:22][C:20]([N:1]1[C:9]2[CH:8]=[CH:7][CH:6]=[C:5]([C:10]([OH:12])=[O:11])[C:4]=2[CH:3]=[CH:2]1)=[O:21])([CH3:26])([CH3:24])[CH3:25]. (8) Given the reactants [Cl:1][C:2]1[C:9]([CH3:10])=[CH:8][CH:7]=[C:6]([F:11])[C:3]=1[CH:4]=O.S([O-])(OCCCCCCCCCCCC)(=O)=O.[Na+].C(OI(C1C=CC=CC=1)OC(=O)C)(=O)C.C([O-])(=O)C.[NH4+:49].S([O-])([O-])(=O)=S.[Na+].[Na+], predict the reaction product. The product is: [Cl:1][C:2]1[C:9]([CH3:10])=[CH:8][CH:7]=[C:6]([F:11])[C:3]=1[C:4]#[N:49].